The task is: Predict the product of the given reaction.. This data is from Forward reaction prediction with 1.9M reactions from USPTO patents (1976-2016). Given the reactants [C:1]([CH:3]=[C:4]1[CH2:9][CH2:8][N:7]([C:10]2[CH:15]=[CH:14][C:13]([N:16]3[CH2:20][C@H:19]([CH2:21][NH2:22])[O:18][C:17]3=[O:23])=[CH:12][C:11]=2[F:24])[CH2:6][CH2:5]1)#[N:2].[C:25](Cl)(=[O:28])[CH2:26][CH3:27], predict the reaction product. The product is: [C:1]([CH:3]=[C:4]1[CH2:9][CH2:8][N:7]([C:10]2[CH:15]=[CH:14][C:13]([N:16]3[CH2:20][C@H:19]([CH2:21][NH:22][C:25](=[O:28])[CH2:26][CH3:27])[O:18][C:17]3=[O:23])=[CH:12][C:11]=2[F:24])[CH2:6][CH2:5]1)#[N:2].